From a dataset of Experimentally validated miRNA-target interactions with 360,000+ pairs, plus equal number of negative samples. Binary Classification. Given a miRNA mature sequence and a target amino acid sequence, predict their likelihood of interaction. (1) The protein sequence of the target gene is MVFCLSSEEPRRPLRSDMVHFQASEVQQLLHNKFVVILGDSIQRAVYKDLVLLLQKDSLLTAAQLKAKGELSFEQDQLVAGGQLGELHNGTQYREVRQFCSGSGHHLVRFYFLTRVYSEYLEDVLEELTYGPAPDLVIINSCLWDLSRYGRCSMESYRENLERVFVRMDQVLPDSCLLVWNMAMPLGERITGGFLLPELQPLAGSLRRDVVEGNFYSATLAGDHCFDVLDLHFHFRHAVQHRHRDGVHWDQHAHRHLSHLLLTHVADAWGVELPKRGYPPDPWIEDWAEMNHPFQGSHRQ.... The miRNA is hsa-miR-16-5p with sequence UAGCAGCACGUAAAUAUUGGCG. Result: 0 (no interaction). (2) The miRNA is hsa-miR-4438 with sequence CACAGGCUUAGAAAAGACAGU. The protein sequence of the target gene is MDAPHSKAALDSINELPENILLELFTHVPARQLLLNCRLVCSLWRDLIDLMTLWKRKCLREGFITKDWDQPVADWKIFYFLRSLHRNLLRNPCAEEDMFAWQIDFNGGDRWKVESLPGAHGTDFPDPKVKKYFVTSYEMCLKSQLVDLVAEGYWEELLDTFRPDIVVKDWFAARADCGCTYQLKVQLASADYFVLASFEPPPVTIQQWNNATWTEVSYTFSDYPRGVRYILFQHGGRDTQYWAGWYGPRVTNSSIVVSPKMTRNQASSEAQPGQKHGQEEAAQSPYRAVVQIF. Result: 1 (interaction). (3) The miRNA is mmu-miR-505-5p with sequence GGGAGCCAGGAAGUAUUGAUGUU. The protein sequence of the target gene is MMSDASDMLAAALEQMDGIIAGSKALEYSNGIFDCQSPTSPFMGSLRALHLVEDLRGLLEMMETDEKEGLRCQIPDSTAEVLIEWLQNQMTNGHLPGNGDVYQERLARLENDKESLVLQVSVLTDQVEAQGEKIRDLEFCLEEHREKLNATEEMLQQELLSRTSLETQKLELMAEISNLKLKLTAVEKDRLDYEDRFRDTEGLIQEINDLRLKVNEMDGERLQYEKKLKSTKDELASLKEQLEEKECEVKRLQERLVCKAKGEGIEVLDRDIEVQKMKKAVESLMAANEEKERKIEDLRQ.... Result: 0 (no interaction). (4) The miRNA is hsa-miR-548c-5p with sequence AAAAGUAAUUGCGGUUUUUGCC. The protein sequence of the target gene is MGVLASALCWLLCVWLPWGEQAAESLRVQRLGERVVDSGRSGARGMRNVKGMRNGPAQTRVSSSSSHQEATLAMGDKATVVGGQQAEAPDSVAMSSWERRLHRAKCAPSYLFSCFNGGECVHPAFCDCRRFNATGPRCQMVYNAGPERDSICRAWGQHHVETFDGLYYYLSGKGSYTLVGRHEPEGQSFSIQVHNDPQCGSSPYTCSRAVSLFFVGEQEIHLAKEVTHGGMRVQLPHVMGSARLQQLAGYVIVRHQSAFTLAWDGASAVYIKMSPELLGWTHGLCGNNNADPKDDLVTSS.... Result: 0 (no interaction).